This data is from NCI-60 drug combinations with 297,098 pairs across 59 cell lines. The task is: Regression. Given two drug SMILES strings and cell line genomic features, predict the synergy score measuring deviation from expected non-interaction effect. (1) Drug 1: CC1=C2C(C(=O)C3(C(CC4C(C3C(C(C2(C)C)(CC1OC(=O)C(C(C5=CC=CC=C5)NC(=O)OC(C)(C)C)O)O)OC(=O)C6=CC=CC=C6)(CO4)OC(=O)C)OC)C)OC. Drug 2: CC1=C(C(=CC=C1)Cl)NC(=O)C2=CN=C(S2)NC3=CC(=NC(=N3)C)N4CCN(CC4)CCO. Cell line: HS 578T. Synergy scores: CSS=44.4, Synergy_ZIP=-1.07, Synergy_Bliss=-2.21, Synergy_Loewe=-1.17, Synergy_HSA=-0.0252. (2) Synergy scores: CSS=7.58, Synergy_ZIP=-2.97, Synergy_Bliss=0.700, Synergy_Loewe=-3.38, Synergy_HSA=-3.41. Cell line: IGROV1. Drug 2: CC12CCC3C(C1CCC2OP(=O)(O)O)CCC4=C3C=CC(=C4)OC(=O)N(CCCl)CCCl.[Na+]. Drug 1: CCC1(CC2CC(C3=C(CCN(C2)C1)C4=CC=CC=C4N3)(C5=C(C=C6C(=C5)C78CCN9C7C(C=CC9)(C(C(C8N6C=O)(C(=O)OC)O)OC(=O)C)CC)OC)C(=O)OC)O.OS(=O)(=O)O. (3) Drug 1: C1C(C(OC1N2C=NC3=C(N=C(N=C32)Cl)N)CO)O. Drug 2: CC1CCC2CC(C(=CC=CC=CC(CC(C(=O)C(C(C(=CC(C(=O)CC(OC(=O)C3CCCCN3C(=O)C(=O)C1(O2)O)C(C)CC4CCC(C(C4)OC)OCCO)C)C)O)OC)C)C)C)OC. Cell line: DU-145. Synergy scores: CSS=16.1, Synergy_ZIP=-4.48, Synergy_Bliss=-5.23, Synergy_Loewe=-5.49, Synergy_HSA=-2.84. (4) Drug 1: C1=NC2=C(N1)C(=S)N=C(N2)N. Drug 2: COC1=NC(=NC2=C1N=CN2C3C(C(C(O3)CO)O)O)N. Cell line: A498. Synergy scores: CSS=22.9, Synergy_ZIP=4.95, Synergy_Bliss=11.6, Synergy_Loewe=-33.6, Synergy_HSA=4.33. (5) Drug 1: C1=CC(=CC=C1CCC2=CNC3=C2C(=O)NC(=N3)N)C(=O)NC(CCC(=O)O)C(=O)O. Drug 2: C1CNP(=O)(OC1)N(CCCl)CCCl. Cell line: K-562. Synergy scores: CSS=50.3, Synergy_ZIP=-0.0376, Synergy_Bliss=-0.814, Synergy_Loewe=-18.5, Synergy_HSA=0.266. (6) Synergy scores: CSS=34.8, Synergy_ZIP=2.91, Synergy_Bliss=4.28, Synergy_Loewe=-3.34, Synergy_HSA=3.26. Drug 2: C1=C(C(=O)NC(=O)N1)N(CCCl)CCCl. Cell line: HOP-62. Drug 1: CC1C(C(CC(O1)OC2CC(CC3=C2C(=C4C(=C3O)C(=O)C5=C(C4=O)C(=CC=C5)OC)O)(C(=O)C)O)N)O.Cl. (7) Drug 1: C1=C(C(=O)NC(=O)N1)N(CCCl)CCCl. Drug 2: C(CN)CNCCSP(=O)(O)O. Cell line: LOX IMVI. Synergy scores: CSS=32.6, Synergy_ZIP=-10.6, Synergy_Bliss=-5.74, Synergy_Loewe=-16.2, Synergy_HSA=-5.12. (8) Drug 1: CC12CCC3C(C1CCC2=O)CC(=C)C4=CC(=O)C=CC34C. Drug 2: CC(C1=C(C=CC(=C1Cl)F)Cl)OC2=C(N=CC(=C2)C3=CN(N=C3)C4CCNCC4)N. Cell line: U251. Synergy scores: CSS=54.5, Synergy_ZIP=-0.378, Synergy_Bliss=0.578, Synergy_Loewe=1.31, Synergy_HSA=0.957.